This data is from Forward reaction prediction with 1.9M reactions from USPTO patents (1976-2016). The task is: Predict the product of the given reaction. Given the reactants [CH3:1][C:2]1([CH3:15])[C:6]2=[CH:7][C:8]3[CH:9]=[C:10]([NH2:14])[CH:11]=[CH:12][C:13]=3[N:5]2[CH2:4][CH2:3]1.[O:16]1[C:20]2[CH:21]=[CH:22][C:23]([C:25]3([C:28](O)=[O:29])[CH2:27][CH2:26]3)=[CH:24][C:19]=2[O:18][CH2:17]1.C(N(CC)CC)C.F[P-](F)(F)(F)(F)F.N1(OC(N(C)C)=[N+](C)C)C2N=CC=CC=2N=N1, predict the reaction product. The product is: [O:16]1[C:20]2[CH:21]=[CH:22][C:23]([C:25]3([C:28]([NH:14][C:10]4[CH:11]=[CH:12][C:13]5[N:5]6[CH2:4][CH2:3][C:2]([CH3:15])([CH3:1])[C:6]6=[CH:7][C:8]=5[CH:9]=4)=[O:29])[CH2:26][CH2:27]3)=[CH:24][C:19]=2[O:18][CH2:17]1.